The task is: Predict the product of the given reaction.. This data is from Forward reaction prediction with 1.9M reactions from USPTO patents (1976-2016). Given the reactants C(I)I.[Zn]([CH2:7][CH3:8])CC.[Br:9][C:10]1[CH:15]=[C:14]2[NH:16][C:17](=[O:36])[C:18]3([CH:23]([C:24]4[CH:29]=[CH:28][CH:27]=[C:26]([Cl:30])[CH:25]=4)[CH2:22][C:21](=[O:31])[NH:20][CH:19]3[C:32](=C)[CH2:33][CH3:34])[C:13]2=[CH:12][CH:11]=1.[CH3:37][O:38][CH:39]([Si:41]([CH3:44])([CH3:43])[CH3:42])[CH3:40], predict the reaction product. The product is: [Br:9][C:10]1[CH:15]=[C:14]2[NH:16][C:17](=[O:36])[C:18]3([CH:23]([C:24]4[CH:29]=[CH:28][CH:27]=[C:26]([Cl:30])[CH:25]=4)[CH2:22][C:21](=[O:31])[NH:20][CH:19]3[C:32]3([CH2:7][CH3:8])[CH2:34][CH2:33]3)[C:13]2=[CH:12][CH:11]=1.[CH3:37][O:38][CH:39]([Si:41]([CH3:44])([CH3:43])[CH3:42])[CH3:40].